This data is from Catalyst prediction with 721,799 reactions and 888 catalyst types from USPTO. The task is: Predict which catalyst facilitates the given reaction. (1) Reactant: [CH:1]1[C:13]2[CH:12]([CH2:14][O:15][C:16]([N:18]3[CH2:23][CH:22]=[C:21]([C:24]4[CH:29]=[CH:28][CH:27]=[CH:26][CH:25]=4)[CH2:20][CH2:19]3)=[O:17])[C:11]3[C:6](=[CH:7][CH:8]=[CH:9][CH:10]=3)[C:5]=2[CH:4]=[CH:3][CH:2]=1.B(F)(F)F.[C:34]1([OH:40])[CH:39]=[CH:38][CH:37]=[CH:36][CH:35]=1. Product: [CH:10]1[C:11]2[CH:12]([CH2:14][O:15][C:16]([N:18]3[CH2:19][CH2:20][C:21]([C:37]4[CH:38]=[CH:39][C:34]([OH:40])=[CH:35][CH:36]=4)([C:24]4[CH:25]=[CH:26][CH:27]=[CH:28][CH:29]=4)[CH2:22][CH2:23]3)=[O:17])[C:13]3[C:5](=[CH:4][CH:3]=[CH:2][CH:1]=3)[C:6]=2[CH:7]=[CH:8][CH:9]=1. The catalyst class is: 6. (2) Reactant: [CH2:1]([NH:8][CH2:9][CH:10]1[CH2:13][CH2:12][N:11]1[C:14]([O:16][C:17]([CH3:20])([CH3:19])[CH3:18])=[O:15])[C:2]1[CH:7]=[CH:6][CH:5]=[CH:4][CH:3]=1.C(N(CC)CC)C.Br[CH:29]([CH3:34])[C:30]([O:32][CH3:33])=[O:31]. Product: [CH2:1]([N:8]([CH2:9][CH:10]1[CH2:13][CH2:12][N:11]1[C:14]([O:16][C:17]([CH3:20])([CH3:19])[CH3:18])=[O:15])[CH:29]([CH3:34])[C:30]([O:32][CH3:33])=[O:31])[C:2]1[CH:3]=[CH:4][CH:5]=[CH:6][CH:7]=1. The catalyst class is: 46. (3) Reactant: [F:1][C:2]([F:37])([F:36])[C:3]1[CH:4]=[C:5]([CH:29]=[C:30]([C:32]([F:35])([F:34])[F:33])[CH:31]=1)[CH2:6][N:7]([CH2:14][C:15]1[C:16]([C:25](=[O:28])[CH2:26][CH3:27])=[N:17][CH:18]=[C:19]([C:21]([F:24])([F:23])[F:22])[CH:20]=1)[C:8]1[N:9]=[N:10][N:11]([CH3:13])[N:12]=1.[BH4-].[Na+].[NH4+].[Cl-]. The catalyst class is: 14. Product: [F:36][C:2]([F:1])([F:37])[C:3]1[CH:4]=[C:5]([CH:29]=[C:30]([C:32]([F:35])([F:34])[F:33])[CH:31]=1)[CH2:6][N:7]([CH2:14][C:15]1[C:16]([CH:25]([OH:28])[CH2:26][CH3:27])=[N:17][CH:18]=[C:19]([C:21]([F:22])([F:23])[F:24])[CH:20]=1)[C:8]1[N:9]=[N:10][N:11]([CH3:13])[N:12]=1. (4) Reactant: [CH3:13][C:12]([O:11][C:9](O[C:9]([O:11][C:12]([CH3:15])([CH3:14])[CH3:13])=[O:10])=[O:10])([CH3:15])[CH3:14].[Cl:16][C:17]1[CH:22]=[CH:21][C:20]([CH:23]([CH2:28][NH:29][CH:30]([CH3:32])[CH3:31])[C:24]([O:26][CH3:27])=[O:25])=[CH:19][CH:18]=1. Product: [C:12]([O:11][C:9]([N:29]([CH:30]([CH3:32])[CH3:31])[CH2:28][CH:23]([C:20]1[CH:19]=[CH:18][C:17]([Cl:16])=[CH:22][CH:21]=1)[C:24]([O:26][CH3:27])=[O:25])=[O:10])([CH3:13])([CH3:14])[CH3:15]. The catalyst class is: 64. (5) Reactant: [CH:1]1([C@@:4]2([OH:22])[CH2:8][CH2:7][N:6](C(OCC3C=CC=CC=3)=O)[C@H:5]2[CH:19]([CH3:21])[CH3:20])[CH2:3][CH2:2]1. Product: [CH:1]1([C@:4]2([OH:22])[CH2:8][CH2:7][NH:6][C@H:5]2[CH:19]([CH3:20])[CH3:21])[CH2:3][CH2:2]1. The catalyst class is: 386.